From a dataset of Orexin1 receptor HTS with 218,158 compounds and 233 confirmed actives. Binary Classification. Given a drug SMILES string, predict its activity (active/inactive) in a high-throughput screening assay against a specified biological target. (1) The compound is Fc1c(CC(OCC(=O)Nc2c(F)cc(F)cc2)=O)cccc1. The result is 0 (inactive). (2) The molecule is Clc1sc(S(=O)(=O)N2CCN(CC2)CC(=O)NCc2ccc(Cl)cc2)cc1. The result is 0 (inactive). (3) The compound is S(c1n(c(=O)c2c(n1)cccc2)CC=C)Cc1c(onc1C)C. The result is 0 (inactive). (4) The compound is S(=O)(=O)(NC(c1ccccc1)C(Oc1cc2oc(=O)ccc2cc1)=O)c1ccc(cc1)C. The result is 0 (inactive). (5) The drug is Fc1ccc(cc1)/C=N\NC(=O)C(/NC(=O)c1ccccc1)=C\Nc1nc(ccn1)C. The result is 0 (inactive).